From a dataset of Experimentally validated miRNA-target interactions with 360,000+ pairs, plus equal number of negative samples. Binary Classification. Given a miRNA mature sequence and a target amino acid sequence, predict their likelihood of interaction. (1) The miRNA is cel-miR-1022-5p with sequence AAGAUCAUUGUUAGGACGCCAUC. The protein sequence of the target gene is MGPLQFRDVAIEFSLEEWHCLDAAQRNLYRDVMLENYRNLIFLGIVVSKPNLITCLEQGKKPLTMKRHEMIAKPPVMYSHFAQDLWSEQSIKDSFQKVILRRYEKCRHDNLQLKKGCESVDECPVHKRGYNGLKQCLATTQRKIFQCDEYVKFLHKFSNSNKHKIRDTGKKSFKCIEYGKTFNQSSTRTTYKKIDAGEKRYKCEECGKAYKQSSHLTTHKKIHTGEKPYKCEECGKAYKQSCNLTTHKIIHTGEKPYRCRECGKAFNHPATLFSHKKIHTGEKPYKCDKCGKAFISSSTL.... Result: 0 (no interaction). (2) The miRNA is hsa-miR-4717-5p with sequence UAGGCCACAGCCACCCAUGUGU. The protein sequence of the target gene is MDKLKKVLSGQDTEDRSGLSEVVEASSLSWGTRIKGFIACFALGILCSVLGTLLLWVPRKGLGLFAVFYTLGNIMSIGSTVFLMGPLKQLKRMFEPTRLIATILVLLCFALTLCSAFLWNKGLALIFCILQSLALTWYSLSYIPYARDAVKKCFAVCLA. Result: 0 (no interaction). (3) The miRNA is hsa-miR-6511b-3p with sequence CCUCACCACCCCUUCUGCCUGCA. The protein sequence of the target gene is MSASAVYVLDLKGKVLICRNYRGDVDMSEVEHFMPILMEKEEEGMLSPILAHGGVRFMWIKHNNLYLVATSKKNACVSLVFSFLYKVVQVFSEYFKELEEESIRDNFVIIYELLDELMDFGYPQTTDSKILQEYITQEGHKLETGAPRPPATVTNAVSWRSEGIKYRKNEVFLDVIEAVNLLVSANGNVLRSEIVGSIKMRVFLSGMPELRLGLNDKVLFDNTGRGKSKSVELEDVKFHQCVRLSRFENDRTISFIPPDGEFELMSYRLNTHVKPLIWIESVIEKHSHSRIEYMVKAKSQ.... Result: 0 (no interaction). (4) Result: 0 (no interaction). The miRNA is hsa-miR-4725-3p with sequence UGGGGAAGGCGUCAGUGUCGGG. The protein sequence of the target gene is MKMLNSVSGSFRKKAGDSRSRECRTRLERRIVGATNRWRFPQDHFCGDLLALSQMCNVLNVDLDEALKNPDRLCISKFQKLFSENIMNSGTQSGEADVILECLGFKWELHHPQIFQSGTLAKLYLTALIQNMKSSQRELDKVQKAHPSGKIKKRSPVKKIIISMRINDPAVTRVAFALALKNLYMKEVEMTVDNVLGVLASAHILQFNRLFQKCVNMMMNRLAPSTIKNFYLAGCKYEEEQLTMACEKWLAMNLVPLVGTQIHLRQIPEPLLYKVLKSPRLFTFSEFHLLKTLLMWVYLQ.... (5) The miRNA is hsa-miR-6068 with sequence CCUGCGAGUCUCCGGCGGUGG. The protein sequence of the target gene is MAVSCSLNHSTYLQRQNLVCYLRNPHYGSLIYADGHGEVWTDWNDMSKFLQYGWRCTTNENSYSNRTLVGNWNQERYDLKNIVKPKPLPSQFGHAFETTYDANYSRKKPQSTHRFKREPHWFPGHQPELDPPHYKCTAKSTYMTNYSEPQPTHYSCCVYDPSVSQS. Result: 0 (no interaction). (6) The miRNA is hsa-miR-5590-5p with sequence UUGCCAUACAUAGACUUUAUU. The protein sequence of the target gene is MRVVTIVILLCFCKAAELRKASPGSVRSRVNHGRAGGGRRGSNPVKRYAPGLPCDVYTYLHEKYLDCQERKLVYVLPGWPQDLLHMLLARNKIRTLKNNMFSKFKKLKSLDLQQNEISKIESEAFFGLNKLTTLLLQHNQIKVLTEEVFIYTPLLSYLRLYDNPWHCTCEIETLISMLQIPRNRNLGNYAKCESPQEQKNKKLRQIKSEQLCNEEEKEQLDPKPQVSGRPPVIKPEVDSTFCHNYVFPIQTLDCKRKELKKVPNNIPPDIVKLDLSYNKINQLRPKEFEDVHELKKLNLS.... Result: 0 (no interaction).